Task: Binary Classification. Given a drug SMILES string, predict its activity (active/inactive) in a high-throughput screening assay against a specified biological target.. Dataset: HIV replication inhibition screening data with 41,000+ compounds from the AIDS Antiviral Screen (1) The drug is CC(c1ccccc1)N1C(=O)CSC1=S. The result is 0 (inactive). (2) The molecule is Cc1ccc(C)c2c1CC(Cc1ccccc1C(=O)O)C2=O. The result is 0 (inactive). (3) The drug is CCCCCCCCCn1ccnc1NCCCCCCNc1nccn1CCCCCCCCC. The result is 0 (inactive).